This data is from Full USPTO retrosynthesis dataset with 1.9M reactions from patents (1976-2016). The task is: Predict the reactants needed to synthesize the given product. Given the product [CH3:31][N:24]([CH2:23][CH:20]1[CH2:21][CH2:22][N:17]([C:4]2[C:5]3[C:10]([C:11]4[CH:16]=[CH:15][CH:14]=[CH:13][CH:12]=4)=[CH:9][S:8][C:6]=3[N:7]=[C:2]([N:32]3[CH2:36][CH2:35][CH:34]([C:37]([NH2:39])=[O:38])[CH2:33]3)[N:3]=2)[CH2:18][CH2:19]1)[CH:25]1[CH2:29][CH2:28][N:27]([CH3:30])[CH2:26]1, predict the reactants needed to synthesize it. The reactants are: Cl[C:2]1[N:3]=[C:4]([N:17]2[CH2:22][CH2:21][CH:20]([CH2:23][N:24]([CH3:31])[CH:25]3[CH2:29][CH2:28][N:27]([CH3:30])[CH2:26]3)[CH2:19][CH2:18]2)[C:5]2[C:10]([C:11]3[CH:16]=[CH:15][CH:14]=[CH:13][CH:12]=3)=[CH:9][S:8][C:6]=2[N:7]=1.[NH:32]1[CH2:36][CH2:35][CH:34]([C:37]([NH2:39])=[O:38])[CH2:33]1.